From a dataset of Experimentally validated miRNA-target interactions with 360,000+ pairs, plus equal number of negative samples. Binary Classification. Given a miRNA mature sequence and a target amino acid sequence, predict their likelihood of interaction. (1) The miRNA is hsa-miR-4255 with sequence CAGUGUUCAGAGAUGGA. The protein sequence of the target gene is MARTKQTARKSTGGKAPRKQLATKAARKSTPSTCGVKPHRYRPGTVALREIRRYQKSTELLIRKLPFQRLVREIAQDFNTDLRFQSAAVGALQEASEAYLVGLLEDTNLCAIHAKRVTIMPKDIQLARRIRGERA. Result: 1 (interaction). (2) The miRNA is hsa-miR-517-5p with sequence CCUCUAGAUGGAAGCACUGUCU. The protein sequence of the target gene is MMAEQVKCASAGVSSGAGSGPVVNAELEVKKLQELVRKLEKQNEQLRSRAASAAAAPHLLLLPPPPPAAPPPAGLQPLGPRSPPAATATAAASGGLGPAFPGTFCLPSPAPSLLCSLAQPPEAPFVYFKPAAGFFGAGGGGPEPGGAGTPPGAAAAPPSPPPTLLDEVELLDLESVAAWRDEDDYTWLYIGSSKTFTSSEKSLTPLQWCRHVLDNPTPEMEAARRSLCFRLEQGYTSRGSPLSPQSSIDSELSTSELEDDSISMGYKLQDLTDVQIMARLQEESLRQDYASTSASVSRHS.... Result: 0 (no interaction). (3) The miRNA is hsa-miR-6766-5p with sequence CGGGUGGGAGCAGAUCUUAUUGAG. Result: 1 (interaction). The protein sequence of the target gene is MSAARESHPHGVKRSASPDDDLGSSNWEAADLGNEERKQKFLRLMGAGKKEHTGRLVIGDHKSTSHFRTGEEDKKINEELESQYQQSMDSKLSGRYRRHCGLGFSEVEDHDGEGDVAGDDDDDDDDSPDPESPDDSESDSESEKEESAEELQAAEHPDEVEDPKNKKDAKSNYKMMFVKSSGS. (4) The miRNA is hsa-miR-665 with sequence ACCAGGAGGCUGAGGCCCCU. The protein sequence of the target gene is MAAAGPAAGPTGPEPMPSYAQLVQRGWGSALAAARGCTDCGWGLARRGLAEHAHLAPPELLLLALGALGWTALRSAATARLFRPLAKRCCLQPRDAAKMPESAWKFLFYLGSWSYSAYLLFGTDYPFFHDPPSVFYDWTPGMAVPRDIAAAYLLQGSFYGHSIYATLYMDTWRKDSVVMLLHHVVTLILIVSSYAFRYHNVGILVLFLHDISDVQLEFTKLNIYFKSRGGSYHRLHALAADLGCLSFGFSWFWFRLYWFPLKVLYATSHCSLRTVPDIPFYFFFNALLLLLTLMNLYWFL.... Result: 1 (interaction). (5) The miRNA is hsa-miR-6736-5p with sequence CUGGGUGAGGGCAUCUGUGGU. The protein sequence of the target gene is MDLGTAESTRCTDPPAGKPPMAAKRKGGLKLNAICAKLSRQVVVEKGAEAGSQAEGSPLHPRDKERSGPESGVSRAPRSEEDKRRAVIEKWVNGEYCEDPAPTPVLGRIARDQELPPEGVYMVQPQGCSDEEDHAEEPSKDNSVLEEKESDGTASKDDSGPSTRQASGETSSLRDYAASTMTEFLGMFGYDDQNTRDELAKKISFEKPHAGSTPEVAASSMLPSSEDTLSKRARFSKYEEYIRKLKAGEQLPWPAHGSKAEDRAGKEVVGPLPSLRLPSNTAHLETKATILPLPSHSSVQ.... Result: 0 (no interaction). (6) The miRNA is mmu-miR-6908-3p with sequence ACACUCUCCCUUGUGCUGGCAG. The protein sequence of the target gene is MAADPLPPSAMVQPGTLNLNNEVVKMRKEVKRIRVLVIRKLVRSVGRLKSKKGTEDALLKNQRRAQRLLEEIHAMKELKPDVVTKSALSDDINFEKTCKKPDSTATDRAVARLAGHPLLKKKIDVLKDAVQAFKDARQSAPAAESSESTSGEGRCKDIARSKDDARESQHPERTVVREQKAKDTNTAAKNAASGSKEKLAKTEQAPRAGTTPGSQGRPSGKGAGVNSEHQGAPAPGDSNQGKASTKTPEDSVCEPANNGVSEEEESEGEKEYFDDSTEERFYKQSSASEDSDSGDDFFIG.... Result: 1 (interaction). (7) The miRNA is hsa-miR-6757-3p with sequence AACACUGGCCUUGCUAUCCCCA. The protein sequence of the target gene is MFRLNSLSALAELAVGSRWYHGGSQPIQIRRRLMMVAFLGASAVTASTGLLWKRAHAESPPCVDNLKSDIGDKGKNKDEGDVCNHEKKTADLAPHPEEKKKKRSGFRDRKVMEYENRIRAYSTPDKIFRYFATLKVISEPGEAEVFMTPEDFVRSITPNEKQPEHLGLDQYIIKRFDGKKISQEREKFADEGSIFYTLGECGLISFSDYIFLTTVLSTPQRNFEIAFKMFDLNGDGEVDMEEFEQVQSIIRSQTSMGMRHRDRPTTGNTLKSGLCSALTTYFFGADLKGKLTIKNFLEFQ.... Result: 0 (no interaction). (8) The miRNA is hsa-miR-195-5p with sequence UAGCAGCACAGAAAUAUUGGC. The protein sequence of the target gene is MKMASSLAFLLLNFHVSLFLVQLLTPCSAQFSVLGPSGPILAMVGEDADLPCHLFPTMSAETMELRWVSSSLRQVVNVYADGKEVEDRQSAPYRGRTSILRDGITAGKAALRIHNVTASDSGKYLCYFQDGDFYEKALVELKVAALGSDLHIEVKGYEDGGIHLECRSTGWYPQPQIKWSDTKGENIPAVEAPVVADGVGLYAVAASVIMRGSSGGGVSCIIRNSLLGLEKTASISIADPFFRSAQPWIAALAGTLPISLLLLAGASYFLWRQQKEKIALSRETEREREMKEMGYAATEQ.... Result: 1 (interaction).